This data is from Forward reaction prediction with 1.9M reactions from USPTO patents (1976-2016). The task is: Predict the product of the given reaction. (1) Given the reactants [CH3:1][O:2][N:3]=[C:4]([CH:6]1[CH2:11][CH2:10][C:9]([CH3:12])=[CH:8][C:7]1([CH3:14])[CH3:13])[CH3:5].C([BH3-])#N.[Na+], predict the reaction product. The product is: [CH3:1][O:2][NH:3][CH:4]([CH:6]1[CH2:11][CH2:10][C:9]([CH3:12])=[CH:8][C:7]1([CH3:13])[CH3:14])[CH3:5]. (2) Given the reactants CS[C:3]1[N:8]=[C:7]([CH2:9][S:10]([CH3:13])(=[O:12])=[O:11])[CH:6]=[C:5]([N:14]2[CH2:19][CH2:18][O:17][CH2:16][CH2:15]2)[N:4]=1.[NH2:20][CH2:21][C:22]1[CH:27]=[CH:26][C:25](B(O)O)=[CH:24][CH:23]=1, predict the reaction product. The product is: [CH3:13][S:10]([CH2:9][C:7]1[CH:6]=[C:5]([N:14]2[CH2:19][CH2:18][O:17][CH2:16][CH2:15]2)[N:4]=[C:3]([C:25]2[CH:26]=[CH:27][C:22]([CH2:21][NH2:20])=[CH:23][CH:24]=2)[N:8]=1)(=[O:12])=[O:11]. (3) Given the reactants [F:1][C:2]1[CH:7]=[CH:6][CH:5]=[C:4]([F:8])[C:3]=1[N:9]1[C:14]2[N:15]=[C:16](S(C)=O)[N:17]=[C:18]([C:19]3[CH:20]=[C:21]([CH:28]=[CH:29][C:30]=3[CH3:31])[C:22]([NH:24][CH:25]([CH3:27])[CH3:26])=[O:23])[C:13]=2[CH2:12][NH:11][C:10]1=[O:35].[CH2:36]([N:38]([CH2:43][CH3:44])[CH2:39][CH2:40][CH2:41][NH2:42])[CH3:37], predict the reaction product. The product is: [CH2:36]([N:38]([CH2:43][CH3:44])[CH2:39][CH2:40][CH2:41][NH:42][C:16]1[N:17]=[C:18]([C:19]2[CH:20]=[C:21]([CH:28]=[CH:29][C:30]=2[CH3:31])[C:22]([NH:24][CH:25]([CH3:27])[CH3:26])=[O:23])[C:13]2[CH2:12][NH:11][C:10](=[O:35])[N:9]([C:3]3[C:2]([F:1])=[CH:7][CH:6]=[CH:5][C:4]=3[F:8])[C:14]=2[N:15]=1)[CH3:37]. (4) Given the reactants [CH3:1][O:2][C:3](=[O:34])[CH2:4][C@H:5]1[C:9]2[CH:10]=[CH:11][C:12]([O:14][C@H:15]3[C:23]4[C:18](=[C:19](B5OC(C)(C)C(C)(C)O5)[CH:20]=[CH:21][C:22]=4[F:24])[CH2:17][CH2:16]3)=[CH:13][C:8]=2[O:7][CH2:6]1.Br[C:36]1[C:41]([CH3:42])=[CH:40][C:39]([C:43]2[C:48]([CH3:49])=[CH:47][CH:46]=[CH:45][N:44]=2)=[CH:38][C:37]=1[CH3:50].BrC1C=CC(F)=C2C=1CC[C@H]2OC1C=CC2[C@H](CC(OC)=O)COC=2C=1, predict the reaction product. The product is: [CH3:1][O:2][C:3](=[O:34])[CH2:4][C@H:5]1[C:9]2[CH:10]=[CH:11][C:12]([O:14][C@H:15]3[C:23]4[C:18](=[C:19]([C:36]5[C:37]([CH3:50])=[CH:38][C:39]([C:43]6[C:48]([CH3:49])=[CH:47][CH:46]=[CH:45][N:44]=6)=[CH:40][C:41]=5[CH3:42])[CH:20]=[CH:21][C:22]=4[F:24])[CH2:17][CH2:16]3)=[CH:13][C:8]=2[O:7][CH2:6]1. (5) Given the reactants Cl.Cl.[NH:3]1[CH2:8][CH2:7][NH:6][CH2:5][CH:4]1[C:9]([O:11]C)=O.C(N([CH:19]([CH3:21])[CH3:20])CC)(C)C.[C:22]1([Mg]Br)[CH:27]=[CH:26][CH:25]=[CH:24][CH:23]=1.[C:30](O[C:30]([O:32][C:33]([CH3:36])([CH3:35])[CH3:34])=[O:31])([O:32][C:33]([CH3:36])([CH3:35])[CH3:34])=[O:31].[Cl-].[NH4+].O1C[CH2:50][CH2:49][CH2:48]1, predict the reaction product. The product is: [CH3:34][C:33]([O:32][C:30]([N:6]1[CH2:7][CH2:8][NH:3][CH:4]([C:9]([OH:11])([C:20]2[CH:19]=[CH:21][CH:50]=[CH:49][CH:48]=2)[C:22]2[CH:27]=[CH:26][CH:25]=[CH:24][CH:23]=2)[CH2:5]1)=[O:31])([CH3:36])[CH3:35]. (6) Given the reactants CS(O[C@@H:6]([CH3:12])[C:7]([O:9][CH2:10][CH3:11])=[O:8])(=O)=O.[C:13]([O:26][CH2:27][C:28]1[CH:33]=[CH:32][CH:31]=[CH:30][CH:29]=1)(=[O:25])[CH2:14][C:15]([O:17][CH2:18][C:19]1[CH:24]=[CH:23][CH:22]=[CH:21][CH:20]=1)=[O:16].[F-].[Cs+].O, predict the reaction product. The product is: [CH:14]([C:13]([O:26][CH2:27][C:28]1[CH:29]=[CH:30][CH:31]=[CH:32][CH:33]=1)=[O:25])([C:15]([O:17][CH2:18][C:19]1[CH:24]=[CH:23][CH:22]=[CH:21][CH:20]=1)=[O:16])[C@@H:6]([C:7]([O:9][CH2:10][CH3:11])=[O:8])[CH3:12].